From a dataset of NCI-60 drug combinations with 297,098 pairs across 59 cell lines. Regression. Given two drug SMILES strings and cell line genomic features, predict the synergy score measuring deviation from expected non-interaction effect. Drug 1: CC1C(C(=O)NC(C(=O)N2CCCC2C(=O)N(CC(=O)N(C(C(=O)O1)C(C)C)C)C)C(C)C)NC(=O)C3=C4C(=C(C=C3)C)OC5=C(C(=O)C(=C(C5=N4)C(=O)NC6C(OC(=O)C(N(C(=O)CN(C(=O)C7CCCN7C(=O)C(NC6=O)C(C)C)C)C)C(C)C)C)N)C. Drug 2: C#CCC(CC1=CN=C2C(=N1)C(=NC(=N2)N)N)C3=CC=C(C=C3)C(=O)NC(CCC(=O)O)C(=O)O. Cell line: OVCAR-8. Synergy scores: CSS=56.0, Synergy_ZIP=-0.250, Synergy_Bliss=-1.04, Synergy_Loewe=-7.45, Synergy_HSA=-0.958.